Dataset: Full USPTO retrosynthesis dataset with 1.9M reactions from patents (1976-2016). Task: Predict the reactants needed to synthesize the given product. (1) Given the product [Cl:13][C:12]1[C:3]2[CH2:2][N:29]([CH:27]([C:18]3[CH:19]=[N:20][C:21]([O:22][CH2:23][CH:24]([F:25])[F:26])=[C:16]([Cl:15])[CH:17]=3)[CH3:28])[C:5](=[O:7])[C:4]=2[CH:9]=[CH:10][N:11]=1, predict the reactants needed to synthesize it. The reactants are: Br[CH2:2][C:3]1[C:12]([Cl:13])=[N:11][CH:10]=[CH:9][C:4]=1[C:5]([O:7]C)=O.Cl.[Cl:15][C:16]1[CH:17]=[C:18]([CH:27]([NH2:29])[CH3:28])[CH:19]=[N:20][C:21]=1[O:22][CH2:23][CH:24]([F:26])[F:25]. (2) Given the product [CH3:1][O:2][C:3]1[CH:4]=[C:5]([CH2:11][N:12]2[CH2:16][CH2:15][N:14]([C:17]3[CH:33]=[CH:32][N:35]=[C:21]([Br:29])[N:22]=3)[C:13]2=[O:24])[CH:6]=[CH:7][C:8]=1[O:9][CH3:10], predict the reactants needed to synthesize it. The reactants are: [CH3:1][O:2][C:3]1[CH:4]=[C:5]([CH2:11][N:12]2[CH2:16][CH2:15][N:14]([C:17]3[N:22]=[C:21](Cl)C=CN=3)[C:13]2=[O:24])[CH:6]=[CH:7][C:8]=1[O:9][CH3:10].C[Si]([Br:29])(C)C.[OH-].[Na+].[C:32](#[N:35])[CH2:33]C.